Dataset: Reaction yield outcomes from USPTO patents with 853,638 reactions. Task: Predict the reaction yield, written as a fraction of the theoretical maximum amount of product (1.0 means a 100% yield; for example, 0.34 means a 34% yield). (1) The reactants are [CH3:1][O:2][C:3](=[O:17])[C:4]1[CH:9]=[C:8]([N+:10]([O-:12])=[O:11])[C:7]([O:13][CH2:14][CH3:15])=[CH:6][C:5]=1[NH2:16].[CH3:18]OC(OC)N(C)C.[C:26]([O:30][C:31](=[O:35])[CH2:32][C:33]#[N:34])([CH3:29])([CH3:28])[CH3:27]. The catalyst is C(O)(C)(C)C. The product is [C:26]([O:30][C:31](=[O:35])[C:32]([C:33]#[N:34])=[CH:18][NH:16][C:5]1[CH:6]=[C:7]([O:13][CH2:14][CH3:15])[C:8]([N+:10]([O-:12])=[O:11])=[CH:9][C:4]=1[C:3]([O:2][CH3:1])=[O:17])([CH3:29])([CH3:28])[CH3:27]. The yield is 0.950. (2) The reactants are C[CH2:2][CH:3]([C:8]([O:10][CH2:11][CH3:12])=[O:9])[C:4]([O:6][CH3:7])=[O:5].[O-][CH2:14]C.[Na+].[Na].[N+:18]([C:21]1[CH:28]=[CH:27][C:24]([CH2:25]Br)=[CH:23][CH:22]=1)([O-:20])=[O:19]. The catalyst is CCO. The product is [N+:18]([C:21]1[CH:28]=[CH:27][C:24]([CH2:25][C:3]([CH3:2])([C:4]([O:6][CH2:7][CH3:14])=[O:5])[C:8]([O:10][CH2:11][CH3:12])=[O:9])=[CH:23][CH:22]=1)([O-:20])=[O:19]. The yield is 0.297.